This data is from Full USPTO retrosynthesis dataset with 1.9M reactions from patents (1976-2016). The task is: Predict the reactants needed to synthesize the given product. Given the product [CH3:12][CH2:10][CH2:9][CH:6]([CH3:7])[CH3:5].[NH2:30][C:26]1[CH:25]=[C:24]([S:23][C:9]2[C:6]3[C:7](=[O:8])[N:2]([CH3:1])[C:3](=[O:37])[N:4]([CH2:33][CH:34]([CH3:35])[CH3:36])[C:5]=3[S:11][C:10]=2[CH2:12][C:13]2[C:22]3[C:17](=[CH:18][CH:19]=[CH:20][CH:21]=3)[CH:16]=[CH:15][CH:14]=2)[CH:29]=[CH:28][CH:27]=1, predict the reactants needed to synthesize it. The reactants are: [CH3:1][N:2]1[C:7](=[O:8])[C:6]2[C:9]([S:23][C:24]3[CH:29]=[CH:28][CH:27]=[C:26]([N+:30]([O-])=O)[CH:25]=3)=[C:10]([CH2:12][C:13]3[C:22]4[C:17](=[CH:18][CH:19]=[CH:20][CH:21]=4)[CH:16]=[CH:15][CH:14]=3)[S:11][C:5]=2[N:4]([CH2:33][CH:34]([CH3:36])[CH3:35])[C:3]1=[O:37].[Cl-].[NH4+].[OH-].[Na+].